From a dataset of Forward reaction prediction with 1.9M reactions from USPTO patents (1976-2016). Predict the product of the given reaction. (1) Given the reactants [Si]([O:8][CH:9]1[CH2:14][CH2:13][N:12]([C:15]2[CH:16]=[CH:17][C:18]([C:36]([F:39])([F:38])[F:37])=[C:19]([CH:35]=2)[C:20]([NH:22][C:23]2[C:32]([CH3:33])=[CH:31][C:26]([C:27]([O:29][CH3:30])=[O:28])=[CH:25][C:24]=2[CH3:34])=[O:21])[CH2:11][CH2:10]1)(C(C)(C)C)(C)C.[N+](CCCC)(CCCC)(CCCC)CCCC.[F-], predict the reaction product. The product is: [OH:8][CH:9]1[CH2:10][CH2:11][N:12]([C:15]2[CH:16]=[CH:17][C:18]([C:36]([F:39])([F:37])[F:38])=[C:19]([CH:35]=2)[C:20]([NH:22][C:23]2[C:24]([CH3:34])=[CH:25][C:26]([C:27]([O:29][CH3:30])=[O:28])=[CH:31][C:32]=2[CH3:33])=[O:21])[CH2:13][CH2:14]1. (2) Given the reactants [CH3:1][O:2][C:3]([C:5]1[CH:6]=[C:7]2[C:12](=[CH:13][C:14]=1[NH:15]C(OC(C)(C)C)=O)[N:11]=[CH:10][CH:9]=[N:8]2)=[O:4].Cl, predict the reaction product. The product is: [CH3:1][O:2][C:3]([C:5]1[CH:6]=[C:7]2[C:12](=[CH:13][C:14]=1[NH2:15])[N:11]=[CH:10][CH:9]=[N:8]2)=[O:4].